Dataset: Reaction yield outcomes from USPTO patents with 853,638 reactions. Task: Predict the reaction yield, written as a fraction of the theoretical maximum amount of product (1.0 means a 100% yield; for example, 0.34 means a 34% yield). (1) The reactants are C[Mg+].[Br-].[OH:4][C:5]1[C:6]([C:11]([OH:13])=O)=[N:7][CH:8]=[CH:9][CH:10]=1.[CH2:14](N(CC)CC)C.C(OC)=O.Cl. The catalyst is C1COCC1. The product is [OH:4][C:5]1[C:6]([C:11](=[O:13])[CH3:14])=[N:7][CH:8]=[CH:9][CH:10]=1. The yield is 0.270. (2) The reactants are [CH2:1]([O:3][C:4]([C:6]1[CH2:10][C:9]([O-:11])=[C:8](C(OC)=O)[C:7]=1[CH3:16])=[O:5])[CH3:2].[Na+].[Cl-].[K+].CC(O)=O.C([O-])(O)=O.[Na+]. The catalyst is C1(C)C=CC=CC=1.O. The product is [CH3:16][C:7]1[CH:6]([C:4]([O:3][CH2:1][CH3:2])=[O:5])[CH2:10][C:9](=[O:11])[CH:8]=1. The yield is 0.690. (3) The reactants are [CH2:1]([N:3]([CH2:16][CH3:17])[CH2:4][CH2:5][CH2:6][O:7][C:8]1[CH:13]=[CH:12][C:11]([NH2:14])=[CH:10][C:9]=1[F:15])[CH3:2].[F:18][C:19]1[CH:27]=[C:26]2[C:22]([C:23](=[CH:29]O)[C:24](=[O:28])[NH:25]2)=[CH:21][CH:20]=1. No catalyst specified. The product is [CH2:16]([N:3]([CH2:1][CH3:2])[CH2:4][CH2:5][CH2:6][O:7][C:8]1[CH:13]=[CH:12][C:11]([NH:14][CH:29]=[C:23]2[C:22]3[C:26](=[CH:27][C:19]([F:18])=[CH:20][CH:21]=3)[NH:25][C:24]2=[O:28])=[CH:10][C:9]=1[F:15])[CH3:17]. The yield is 0.320. (4) The reactants are Cl.[N+:2]([C:5]1[CH:16]=[CH:15][C:8]([O:9][CH:10]([CH3:14])[C:11]([OH:13])=[O:12])=[CH:7][CH:6]=1)([O-:4])=[O:3].[CH2:17](O)[CH2:18][OH:19]. The catalyst is O. The product is [OH:19][CH2:18][CH2:17][O:12][C:11](=[O:13])[CH:10]([O:9][C:8]1[CH:7]=[CH:6][C:5]([N+:2]([O-:4])=[O:3])=[CH:16][CH:15]=1)[CH3:14]. The yield is 0.568. (5) The reactants are [NH:1]1[CH:5]=[N:4][C:3]([NH2:6])=[N:2]1.O=[C:8]1[CH2:11][CH:10]([C:12]([O:14][CH2:15][CH2:16][CH3:17])=[O:13])[CH2:9]1.C([BH3-])#N.[Na+].O. The catalyst is C(O)(=O)C. The product is [N:1]1[N:2]=[C:3]([NH:6][CH:8]2[CH2:11][CH:10]([C:12]([O:14][CH2:15][CH2:16][CH3:17])=[O:13])[CH2:9]2)[NH:4][CH:5]=1. The yield is 0.490. (6) The reactants are [F:1][C:2]1[CH:3]=[C:4]([C:9]2[CH:14]=[CH:13][C:12]([C:15]#[N:16])=[CH:11][CH:10]=2)[CH:5]=[CH:6][C:7]=1[OH:8].[I:17]N1C(=O)CCC1=O.[O-]S([O-])=O.[Na+].[Na+].C([O-])([O-])=O.[Na+].[Na+].P([O-])(O)(O)=O.[K+]. The catalyst is CN(C=O)C. The product is [F:1][C:2]1[CH:3]=[C:4]([C:9]2[CH:14]=[CH:13][C:12]([C:15]#[N:16])=[CH:11][CH:10]=2)[CH:5]=[C:6]([I:17])[C:7]=1[OH:8]. The yield is 1.00. (7) The reactants are [Br:1][C:2]1[CH:3]=[C:4]2[C:9](Cl)=[C:8]([C:11]([NH2:13])=[O:12])[CH:7]=[N:6][N:5]2[CH:14]=1.Cl.[F:16][C:17]1([C@H:20]([NH2:22])[CH3:21])[CH2:19][CH2:18]1.FC1([C@H](NC2C3N(C=CC=3)N=CC=2C(N)=O)C)CC1.C(N(C(C)C)CC)(C)C. The catalyst is CN1C(=O)CCC1.CO. The product is [Br:1][C:2]1[CH:3]=[C:4]2[C:9]([NH:22][C@@H:20]([C:17]3([F:16])[CH2:19][CH2:18]3)[CH3:21])=[C:8]([C:11]([NH2:13])=[O:12])[CH:7]=[N:6][N:5]2[CH:14]=1. The yield is 0.160. (8) The reactants are [O:1]=[C:2]1[CH2:8][CH2:7][CH2:6][CH2:5][CH:4]([NH:9][C:10](=[O:16])[O:11][C:12]([CH3:15])([CH3:14])[CH3:13])[CH2:3]1.[BH4-].[Na+]. The catalyst is CO.O. The product is [OH:1][CH:2]1[CH2:8][CH2:7][CH2:6][CH2:5][CH:4]([NH:9][C:10](=[O:16])[O:11][C:12]([CH3:14])([CH3:13])[CH3:15])[CH2:3]1. The yield is 0.673. (9) The catalyst is C(Cl)Cl. The reactants are C([O:8][CH2:9][CH2:10][C@@H:11]1[CH2:14][C@H:13]([N:15]2[CH:23]=[N:22][C:21]3[C:16]2=[N:17][CH:18]=[N:19][C:20]=3[NH2:24])[CH2:12]1)C1C=CC=CC=1.B(Cl)(Cl)Cl.N.CO. The product is [OH:8][CH2:9][CH2:10][C@@H:11]1[CH2:14][C@H:13]([N:15]2[CH:23]=[N:22][C:21]3[C:16]2=[N:17][CH:18]=[N:19][C:20]=3[NH2:24])[CH2:12]1. The yield is 0.580.